This data is from Catalyst prediction with 721,799 reactions and 888 catalyst types from USPTO. The task is: Predict which catalyst facilitates the given reaction. (1) Reactant: [CH3:1][C:2]1[CH:7]=[CH:6][C:5]([CH:8]=[CH:9][CH2:10]O)=[CH:4][CH:3]=1.C1(P(C2C=CC=CC=2)C2C=CC=CC=2)C=CC=CC=1.[Cl:31]N1C(=O)CCC1=O.O. Product: [Cl:31][CH2:10][CH:9]=[CH:8][C:5]1[CH:6]=[CH:7][C:2]([CH3:1])=[CH:3][CH:4]=1. The catalyst class is: 2. (2) Reactant: [Br:1][C:2]1[CH:7]=[N:6][C:5]([Cl:8])=[C:4]2[NH:9][CH:10]=[CH:11][C:3]=12.[H-].[Na+].FC(F)(F)S(O[Si:20]([C:23]([CH3:26])([CH3:25])[CH3:24])([CH3:22])[CH3:21])(=O)=O. Product: [Br:1][C:2]1[CH:7]=[N:6][C:5]([Cl:8])=[C:4]2[N:9]([Si:20]([C:23]([CH3:26])([CH3:25])[CH3:24])([CH3:22])[CH3:21])[CH:10]=[CH:11][C:3]=12. The catalyst class is: 7. (3) Reactant: [CH2:1]([OH:4])[CH:2]=[CH2:3].[NH2:5][C:6]1[N:14]=[C:13]2[C:9]([NH:10][CH:11]=[N:12]2)=[C:8]([O:15]CC2C=CC=CC=2)[N:7]=1.[C:23]1(P([C:24]2[CH:23]=CC=[CH:26][CH:25]=2)[C:24]2[CH:23]=CC=[CH:26][CH:25]=2)C=C[CH:26]=[CH:25][CH:24]=1.N(C(OCC)=O)=NC(OCC)=[O:45]. Product: [CH2:23]=[C:24]1[C@H:2]([CH2:1][OH:4])[C@@H:3]([OH:45])[CH2:26][C@@H:25]1[N:12]1[C:13]2[N:14]=[C:6]([NH2:5])[NH:7][C:8](=[O:15])[C:9]=2[N:10]=[CH:11]1. The catalyst class is: 7. (4) Reactant: [CH2:1]([N:8]1[CH:13]([CH3:14])[CH2:12][O:11][C@@H:10]([CH2:15][OH:16])[C:9]1=O)[C:2]1[CH:7]=[CH:6][CH:5]=[CH:4][CH:3]=1.[H-].[H-].[H-].[H-].[Li+].[Al+3]. Product: [CH2:1]([N:8]1[CH:13]([CH3:14])[CH2:12][O:11][C@H:10]([CH2:15][OH:16])[CH2:9]1)[C:2]1[CH:3]=[CH:4][CH:5]=[CH:6][CH:7]=1. The catalyst class is: 1. (5) Reactant: [CH3:1][O:2][C:3](/[CH:5]=[CH:6]/[C:7]([OH:9])=[O:8])=[O:4].Cl.CN(C)CCCN=C=NCC.O[C@@H:23]([CH3:35])[C:24]([N:26]([CH2:31][CH2:32][O:33][CH3:34])[CH2:27][CH2:28][O:29][CH3:30])=[O:25]. Product: [C:7]([O:9][C@H:23]([C:24](=[O:25])[N:26]([CH2:27][CH2:28][O:29][CH3:30])[CH2:31][CH2:32][O:33][CH3:34])[CH3:35])(=[O:8])/[CH:6]=[CH:5]/[C:3]([O:2][CH3:1])=[O:4]. The catalyst class is: 154.